From a dataset of Catalyst prediction with 721,799 reactions and 888 catalyst types from USPTO. Predict which catalyst facilitates the given reaction. Reactant: Br[CH:2]([C:4]1[O:5][C:6](=[O:21])[C:7]2[C:12]([C:13]=1[C:14]1[CH:19]=[CH:18][N:17]=[C:16]([CH3:20])[CH:15]=1)=[CH:11][CH:10]=[CH:9][CH:8]=2)[CH3:3].[NH:22]1[C:26]2=[N:27][CH:28]=[N:29][C:30]([NH2:31])=[C:25]2[CH:24]=[N:23]1.C([O-])([O-])=O.[K+].[K+]. Product: [NH2:31][C:30]1[N:29]=[CH:28][N:27]=[C:26]2[N:22]([CH:2]([C:4]3[O:5][C:6](=[O:21])[C:7]4[C:12]([C:13]=3[C:14]3[CH:19]=[CH:18][N:17]=[C:16]([CH3:20])[CH:15]=3)=[CH:11][CH:10]=[CH:9][CH:8]=4)[CH3:3])[N:23]=[CH:24][C:25]=12. The catalyst class is: 3.